From a dataset of Forward reaction prediction with 1.9M reactions from USPTO patents (1976-2016). Predict the product of the given reaction. (1) Given the reactants Cl.O[CH2:3][C@H:4]1[N:14]2[C:15]3[N:6]([C:7](=[O:17])[CH2:8][CH2:9][C:10]=3[CH:11]=[CH:12][C:13]2=[O:16])[CH2:5]1.C(N(CC)CC)C.CS(Cl)(=O)=O.CS([O-])(=O)=O.[F:35][C:36]([F:47])([F:46])[C:37]([NH:39][CH2:40][C@@H:41]1[CH2:45][CH2:44][NH:43][CH2:42]1)=[O:38], predict the reaction product. The product is: [O:16]=[C:13]1[CH:12]=[CH:11][C:10]2[CH2:9][CH2:8][C:7](=[O:17])[N:6]3[CH2:5][C@@H:4]([CH2:3][N:43]4[CH2:44][CH2:45][C@@H:41]([CH2:40][NH:39][C:37](=[O:38])[C:36]([F:46])([F:47])[F:35])[CH2:42]4)[N:14]1[C:15]=23. (2) Given the reactants C1CCC(P(C2C(C3C=CC=CC=3)=CC=CC=2)C2CCCCC2)CC1.Cl[C:27]1[N:32]=[C:31]([NH:33][C:34]2[CH:39]=[CH:38][CH:37]=[CH:36][CH:35]=2)[CH:30]=[CH:29][CH:28]=1.[CH3:40][O:41][C:42]1[CH:43]=[C:44]([NH2:54])[CH:45]=[CH:46][C:47]=1[N:48]1[CH:52]=[C:51]([CH3:53])[N:50]=[CH:49]1.C(=O)([O-])[O-].[K+].[K+], predict the reaction product. The product is: [CH3:40][O:41][C:42]1[CH:43]=[C:44]([NH:54][C:27]2[CH:28]=[CH:29][CH:30]=[C:31]([NH:33][C:34]3[CH:39]=[CH:38][CH:37]=[CH:36][CH:35]=3)[N:32]=2)[CH:45]=[CH:46][C:47]=1[N:48]1[CH:52]=[C:51]([CH3:53])[N:50]=[CH:49]1. (3) Given the reactants [C:1]([O:5][C:6]([CH2:8][N:9]([S:27]([C:30]1[CH:35]=[C:34]([Cl:36])[CH:33]=[C:32]([Cl:37])[CH:31]=1)(=[O:29])=[O:28])[C:10]1[CH:11]=[C:12]2[C:16](=[CH:17][CH:18]=1)[N:15]([C:19](=[O:22])[NH:20][CH3:21])[CH2:14][CH:13]2[C:23](OC)=[O:24])=[O:7])([CH3:4])([CH3:3])[CH3:2].[BH4-].[Li+].C(OCC)(=O)C.C(O)(=O)CC(CC(O)=O)(C(O)=O)O, predict the reaction product. The product is: [Cl:37][C:32]1[CH:31]=[C:30]([S:27]([N:9]([CH2:8][C:6]([O:5][C:1]([CH3:4])([CH3:3])[CH3:2])=[O:7])[C:10]2[CH:11]=[C:12]3[C:16](=[CH:17][CH:18]=2)[N:15]([C:19](=[O:22])[NH:20][CH3:21])[CH2:14][CH:13]3[CH2:23][OH:24])(=[O:29])=[O:28])[CH:35]=[C:34]([Cl:36])[CH:33]=1. (4) The product is: [F:1][C:2]1[CH:3]=[C:4]([CH:5]2[O:6][CH2:11]2)[CH:7]=[C:8]([F:10])[CH:9]=1. Given the reactants [F:1][C:2]1[CH:3]=[C:4]([CH:7]=[C:8]([F:10])[CH:9]=1)[CH:5]=[O:6].[CH3:11]CCCC.C(OCC)C, predict the reaction product. (5) Given the reactants [CH3:1][N:2]1[CH2:7][CH2:6][NH:5][CH2:4][CH2:3]1.F[C:9]1[CH:14]=[CH:13][C:12]([N+:15]([O-:17])=[O:16])=[CH:11][CH:10]=1.C([O-])([O-])=O.[K+].[K+], predict the reaction product. The product is: [CH3:1][N:2]1[CH2:7][CH2:6][N:5]([C:9]2[CH:14]=[CH:13][C:12]([N+:15]([O-:17])=[O:16])=[CH:11][CH:10]=2)[CH2:4][CH2:3]1.